From a dataset of Catalyst prediction with 721,799 reactions and 888 catalyst types from USPTO. Predict which catalyst facilitates the given reaction. (1) Reactant: [C:1]([O:5][C:6]([O:8][C:9]1[CH:16]=[CH:15][CH:14]=[CH:13][C:10]=1[CH:11]=[O:12])=[O:7])([CH3:4])([CH3:3])[CH3:2].CC(=CC)C.P([O-])([O-])(O)=[O:23].[Na+].[Na+].Cl([O-])=O.[Na+]. Product: [C:1]([O:5][C:6]([O:8][C:9]1[CH:16]=[CH:15][CH:14]=[CH:13][C:10]=1[C:11]([OH:23])=[O:12])=[O:7])([CH3:4])([CH3:2])[CH3:3]. The catalyst class is: 371. (2) Reactant: [CH2:1]([N:4]1[C:13]2[C:8](=[CH:9][CH:10]=[C:11]([OH:14])[CH:12]=2)[CH2:7][CH2:6][CH2:5]1)[C:2]#[CH:3].[H-].[Na+].[CH:17]([N:20]([CH:24]([CH3:26])[CH3:25])[C:21](Cl)=[O:22])([CH3:19])[CH3:18]. Product: [CH:17]([N:20]([CH:24]([CH3:26])[CH3:25])[C:21](=[O:22])[O:14][C:11]1[CH:12]=[C:13]2[C:8]([CH2:7][CH2:6][CH2:5][N:4]2[CH2:1][C:2]#[CH:3])=[CH:9][CH:10]=1)([CH3:19])[CH3:18]. The catalyst class is: 54. (3) Reactant: [Cl:1][C:2]1[CH:10]=[C:9]2[C:5]([C:6]([CH3:32])=[CH:7][N:8]2[S:11]([C:14]2[C:23]3[C:18](=[CH:19][CH:20]=[CH:21][CH:22]=3)[C:17]([O:24][CH3:25])=[C:16]([N:26]3[CH2:31][CH2:30][NH:29][CH2:28][CH2:27]3)[CH:15]=2)(=[O:13])=[O:12])=[CH:4][CH:3]=1.[C:33]([BH3-])#N.[Na+].C=O. Product: [Cl:1][C:2]1[CH:10]=[C:9]2[C:5]([C:6]([CH3:32])=[CH:7][N:8]2[S:11]([C:14]2[C:23]3[C:18](=[CH:19][CH:20]=[CH:21][CH:22]=3)[C:17]([O:24][CH3:25])=[C:16]([N:26]3[CH2:27][CH2:28][N:29]([CH3:33])[CH2:30][CH2:31]3)[CH:15]=2)(=[O:13])=[O:12])=[CH:4][CH:3]=1. The catalyst class is: 5. (4) Reactant: [H-].[Al+3].[Li+].[H-].[H-].[H-].[CH2:7]([C:15]1[O:16][C:17]2[CH:23]=[C:22]([C:24](OCC)=[O:25])[CH:21]=[CH:20][C:18]=2[CH:19]=1)[CH2:8][CH2:9][CH2:10][CH2:11][CH2:12][CH2:13][CH3:14].O.[OH-].[Na+]. Product: [CH2:7]([C:15]1[O:16][C:17]2[CH:23]=[C:22]([CH2:24][OH:25])[CH:21]=[CH:20][C:18]=2[CH:19]=1)[CH2:8][CH2:9][CH2:10][CH2:11][CH2:12][CH2:13][CH3:14]. The catalyst class is: 7. (5) Product: [CH2:6]([N:13]1[CH:22]=[C:21]([CH:44]=[O:48])[C:20]2[C:15](=[CH:16][CH:17]=[C:18]([C:23]3[CH:24]=[C:25]([CH:32]=[CH:33][C:34]=3[CH3:35])[C:26]([NH:28][CH:29]3[CH2:31][CH2:30]3)=[O:27])[CH:19]=2)[C:14]1=[O:36])[C:7]1[CH:12]=[CH:11][CH:10]=[CH:9][CH:8]=1. The catalyst class is: 3. Reactant: P(Cl)(Cl)(Cl)=O.[CH2:6]([N:13]1[CH:22]=[CH:21][C:20]2[C:15](=[CH:16][CH:17]=[C:18]([C:23]3[CH:24]=[C:25]([CH:32]=[CH:33][C:34]=3[CH3:35])[C:26]([NH:28][CH:29]3[CH2:31][CH2:30]3)=[O:27])[CH:19]=2)[C:14]1=[O:36])[C:7]1[CH:12]=[CH:11][CH:10]=[CH:9][CH:8]=1.BrC1C=C2C(=CC=1)[C:44](=[O:48])NC=C2. (6) Product: [I:18][C:3]1[CH:4]=[C:5]([N:8]2[CH:12]=[N:11][CH:10]=[N:9]2)[CH:6]=[CH:7][C:2]=1[NH2:1]. The catalyst class is: 24. Reactant: [NH2:1][C:2]1[CH:7]=[CH:6][C:5]([N:8]2[CH:12]=[N:11][CH:10]=[N:9]2)=[CH:4][CH:3]=1.C([O-])([O-])=O.[Ca+2].[I:18]Cl. (7) Product: [Cl:1][C:2]1[CH:3]=[C:4]([CH:7]=[CH:8][C:9]=1[O:10][CH2:17][C@@H:15]1[CH2:14][O:13][C:12]([CH3:19])([CH3:11])[O:16]1)[CH:5]=[O:6]. Reactant: [Cl:1][C:2]1[CH:3]=[C:4]([CH:7]=[CH:8][C:9]=1[OH:10])[CH:5]=[O:6].[CH3:11][C:12]1([CH3:19])[O:16][C@H:15]([CH2:17]O)[CH2:14][O:13]1.C(P(CCCC)CCCC)CCC. The catalyst class is: 11. (8) Reactant: [Cl:1][C:2]1[CH:3]=[CH:4][N:5]2[C:10]=1[C:9](=[O:11])[N:8]([CH2:12][CH:13]([F:15])[F:14])[C:7]([C@@H:16]1[CH2:19][CH2:18][N:17]1C(OC(C)(C)C)=O)=[N:6]2.Cl. Product: [ClH:1].[NH:17]1[CH2:18][CH2:19][C@H:16]1[C:7]1[N:8]([CH2:12][CH:13]([F:15])[F:14])[C:9](=[O:11])[C:10]2=[C:2]([Cl:1])[CH:3]=[CH:4][N:5]2[N:6]=1. The catalyst class is: 5. (9) Reactant: CC1(C)C[CH:10]([NH2:12])[C:9]2[C:4](=[CH:5][CH:6]=[CH:7]C=2)[O:3]1.[N+:14]([C:17]1[CH:22]=[CH:21][CH:20]=[CH:19][C:18]=1[CH2:23][C:24]([OH:26])=O)([O-:16])=[O:15].CCN=C=NCCCN(C)C.[ClH:38].[CH:39]1[CH:40]=[CH:41][C:42]2N(O)N=N[C:43]=2[CH:44]=1.C(N(CC)CC)C. Product: [Cl:38][C:39]1[CH:44]=[C:43]2[C:42](=[CH:41][CH:40]=1)[O:3][C:4]1([CH2:5][CH2:6][CH2:7]1)[CH2:9][CH:10]2[NH:12][C:24](=[O:26])[CH2:23][C:18]1[CH:19]=[CH:20][CH:21]=[CH:22][C:17]=1[N+:14]([O-:16])=[O:15]. The catalyst class is: 4. (10) Reactant: [Cl-].O[NH3+:3].[C:4](=[O:7])([O-])[OH:5].[Na+].CS(C)=O.[CH3:13][O:14][CH:15]([C:46]([CH3:49])([CH3:48])[CH3:47])[CH2:16][N:17]1[C:22](=[O:23])[C:21]([CH2:24][C:25]2[CH:30]=[CH:29][C:28]([C:31]3[C:32]([C:37]#[N:38])=[CH:33][CH:34]=[CH:35][CH:36]=3)=[CH:27][CH:26]=2)=[C:20]([CH2:39][CH2:40][CH3:41])[N:19]2[N:42]=[C:43]([CH3:45])[N:44]=[C:18]12. Product: [CH3:13][O:14][CH:15]([C:46]([CH3:48])([CH3:47])[CH3:49])[CH2:16][N:17]1[C:22](=[O:23])[C:21]([CH2:24][C:25]2[CH:26]=[CH:27][C:28]([C:31]3[CH:36]=[CH:35][CH:34]=[CH:33][C:32]=3[C:37]3[NH:3][C:4](=[O:7])[O:5][N:38]=3)=[CH:29][CH:30]=2)=[C:20]([CH2:39][CH2:40][CH3:41])[N:19]2[N:42]=[C:43]([CH3:45])[N:44]=[C:18]12. The catalyst class is: 13.